Dataset: Forward reaction prediction with 1.9M reactions from USPTO patents (1976-2016). Task: Predict the product of the given reaction. (1) Given the reactants [F:1][C:2]([F:41])([F:40])[C:3]1[CH:4]=[C:5]([C@H:13]2[O:17][C:16](=[O:18])[N:15]([CH2:19][C:20]3[C:21]([NH:30][CH:31]4[CH2:36][CH2:35][NH:34][CH:33]([CH2:37][CH3:38])[CH2:32]4)=[N:22][CH:23]=[C:24]([C:26]([F:29])([F:28])[F:27])[CH:25]=3)[C@H:14]2[CH3:39])[CH:6]=[C:7]([C:9]([F:12])([F:11])[F:10])[CH:8]=1.[CH:42](=O)[CH2:43][CH3:44].[BH-](OC(C)=O)(OC(C)=O)OC(C)=O.[Na+].O, predict the reaction product. The product is: [F:10][C:9]([F:12])([F:11])[C:7]1[CH:6]=[C:5]([C@H:13]2[O:17][C:16](=[O:18])[N:15]([CH2:19][C:20]3[C:21]([NH:30][CH:31]4[CH2:36][CH2:35][N:34]([CH2:42][CH2:43][CH3:44])[CH:33]([CH2:37][CH3:38])[CH2:32]4)=[N:22][CH:23]=[C:24]([C:26]([F:28])([F:29])[F:27])[CH:25]=3)[C@H:14]2[CH3:39])[CH:4]=[C:3]([C:2]([F:1])([F:40])[F:41])[CH:8]=1. (2) Given the reactants N1C=CN=C1.[C:6]([Si:10]([CH3:13])([CH3:12])Cl)([CH3:9])([CH3:8])[CH3:7].CN(C)C=O.[OH:19][CH:20]1[CH2:24][CH2:23][NH:22][C:21]1=[O:25], predict the reaction product. The product is: [Si:10]([O:19][CH:20]1[CH2:24][CH2:23][NH:22][C:21]1=[O:25])([C:6]([CH3:9])([CH3:8])[CH3:7])([CH3:13])[CH3:12]. (3) Given the reactants Cl.[CH3:2][O:3][C:4]1[CH:9]=[CH:8][C:7]([NH:10]N)=[CH:6][CH:5]=1.O=[C:13]1[CH2:18][CH2:17][CH:16]([C:19]([O:21][CH3:22])=[O:20])[CH2:15][CH2:14]1, predict the reaction product. The product is: [CH3:2][O:3][C:4]1[CH:9]=[C:8]2[C:7](=[CH:6][CH:5]=1)[NH:10][C:13]1[CH2:18][CH2:17][CH:16]([C:19]([O:21][CH3:22])=[O:20])[CH2:15][C:14]2=1. (4) The product is: [F:37][C:23]1([CH2:22][CH2:21][CH:14]2[C:13]3[C:17](=[C:9]([OH:8])[CH:10]=[CH:11][CH:12]=3)[C:16]3=[CH:18][N:19]=[CH:20][N:15]23)[CH2:28][CH2:27][CH:26]([OH:29])[CH2:25][CH2:24]1. Given the reactants C([O:8][C:9]1[CH:10]=[CH:11][CH:12]=[C:13]2[C:17]=1[C:16]1=[CH:18][N:19]=[CH:20][N:15]1[CH:14]2[CH2:21][CH2:22][C:23]1([F:37])[CH2:28][CH2:27][CH:26]([O:29][Si](C(C)(C)C)(C)C)[CH2:25][CH2:24]1)C1C=CC=CC=1.CC#N, predict the reaction product. (5) The product is: [C:26]([O:25][C:23](=[O:24])[CH2:22][N:16]1[C:15]2[CH:30]=[CH:31][C:12]([N:11]3[C:3](=[O:2])[C:4]4[CH:9]=[CH:8][CH:7]=[CH:6][C:5]=4[S:10]3(=[O:33])=[O:32])=[CH:13][C:14]=2[N:18]=[C:17]1[CH2:19][CH2:20][CH3:21])([CH3:29])([CH3:28])[CH3:27]. Given the reactants C[O:2][C:3](=O)[C:4]1[CH:9]=[CH:8][CH:7]=[CH:6][C:5]=1[S:10](=[O:33])(=[O:32])[NH:11][C:12]1[CH:31]=[CH:30][C:15]2[N:16]([CH2:22][C:23]([O:25][C:26]([CH3:29])([CH3:28])[CH3:27])=[O:24])[C:17]([CH2:19][CH2:20][CH3:21])=[N:18][C:14]=2[CH:13]=1.CCN(CC)CC, predict the reaction product. (6) The product is: [CH2:2]([O:18][C:17](=[O:19])[C@@H:16]([NH:15][C:13]([O:12][CH2:11][C:1]12[CH2:10][CH:5]3[CH2:6][CH:7]([CH2:9][CH:3]([CH2:4]3)[CH2:2]1)[CH2:8]2)=[O:14])[CH2:20][NH:21][C:22]([C:24]1[S:25][C:26]([CH2:29][CH2:30][C:31](=[O:39])[NH:32][C:33]2[NH:34][CH2:35][CH2:36][CH2:37][N:38]=2)=[CH:27][CH:28]=1)=[O:23])[CH:1]([CH3:10])[CH3:8]. Given the reactants [C:1]12([CH2:11][O:12][C:13]([NH:15][C@@H:16]([CH2:20][NH:21][C:22]([C:24]3[S:25][C:26]([CH2:29][CH2:30][C:31](=[O:39])[NH:32][C:33]4[NH:34][CH2:35][CH2:36][CH2:37][N:38]=4)=[CH:27][CH:28]=3)=[O:23])[C:17]([OH:19])=[O:18])=[O:14])[CH2:10][CH:5]3[CH2:6][CH:7]([CH2:9][CH:3]([CH2:4]3)[CH2:2]1)[CH2:8]2.S(Cl)(Cl)=O, predict the reaction product. (7) Given the reactants [OH:1][CH2:2][C@H:3]1[N:13]2[C:14]3[N:5]([C:6](=[O:16])[CH:7]=[N:8][C:9]=3[CH:10]=[CH:11][C:12]2=[O:15])[CH2:4]1.C(N(CC)CC)C.[CH3:24][S:25](Cl)(=[O:27])=[O:26], predict the reaction product. The product is: [CH3:24][S:25]([O:1][CH2:2][C@H:3]1[N:13]2[C:14]3[N:5]([C:6](=[O:16])[CH:7]=[N:8][C:9]=3[CH:10]=[CH:11][C:12]2=[O:15])[CH2:4]1)(=[O:27])=[O:26]. (8) Given the reactants [CH3:1][N:2]([CH2:9][CH2:10][CH2:11][OH:12])[C:3]1[CH:8]=[CH:7][N:6]=[CH:5][CH:4]=1.[Cl:13][C:14]1[CH:33]=[CH:32][C:17]([NH:18][C:19]2[C:28]3[C:23](=[CH:24][C:25](O)=[C:26]([O:29][CH3:30])[CH:27]=3)[N:22]=[CH:21][N:20]=2)=[C:16]([F:34])[CH:15]=1, predict the reaction product. The product is: [ClH:13].[Cl:13][C:14]1[CH:33]=[CH:32][C:17]([NH:18][C:19]2[C:28]3[C:23](=[CH:24][C:25]([O:12][CH2:11][CH2:10][CH2:9][N:2]([CH3:1])[C:3]4[CH:8]=[CH:7][N:6]=[CH:5][CH:4]=4)=[C:26]([O:29][CH3:30])[CH:27]=3)[N:22]=[CH:21][N:20]=2)=[C:16]([F:34])[CH:15]=1.